This data is from Catalyst prediction with 721,799 reactions and 888 catalyst types from USPTO. The task is: Predict which catalyst facilitates the given reaction. (1) Reactant: Br[C:2]1[CH:11]=[C:10]2[C:5]([CH:6]=[C:7]([CH3:30])[C:8]([CH:19]([O:25][C:26]([CH3:29])([CH3:28])[CH3:27])[C:20]([O:22]CC)=[O:21])=[C:9]2[C:12]2[CH:17]=[CH:16][C:15]([Cl:18])=[CH:14][CH:13]=2)=[CH:4][CH:3]=1.[C:31]([C:33]1([OH:39])[CH2:38][CH2:37][O:36][CH2:35][CH2:34]1)#[CH:32]. Product: [C:26]([O:25][CH:19]([C:8]1[C:7]([CH3:30])=[CH:6][C:5]2[C:10](=[CH:11][C:2]([C:32]#[C:31][C:33]3([OH:39])[CH2:38][CH2:37][O:36][CH2:35][CH2:34]3)=[CH:3][CH:4]=2)[C:9]=1[C:12]1[CH:17]=[CH:16][C:15]([Cl:18])=[CH:14][CH:13]=1)[C:20]([OH:22])=[O:21])([CH3:28])([CH3:27])[CH3:29]. The catalyst class is: 144. (2) Reactant: [CH3:1][C:2]([NH:27]C(=O)OCC1C=CC=CC=1)([CH3:26])[CH2:3][C:4]1[CH:9]=[CH:8][C:7]([C:10]2[N:14]=[CH:13][N:12]([C:15]3[CH:20]=[CH:19][C:18]([O:21][C:22]([F:25])([F:24])[F:23])=[CH:17][CH:16]=3)[N:11]=2)=[CH:6][CH:5]=1. Product: [CH3:26][C:2]([NH2:27])([CH3:1])[CH2:3][C:4]1[CH:9]=[CH:8][C:7]([C:10]2[N:14]=[CH:13][N:12]([C:15]3[CH:20]=[CH:19][C:18]([O:21][C:22]([F:23])([F:25])[F:24])=[CH:17][CH:16]=3)[N:11]=2)=[CH:6][CH:5]=1. The catalyst class is: 5.